Dataset: Forward reaction prediction with 1.9M reactions from USPTO patents (1976-2016). Task: Predict the product of the given reaction. (1) Given the reactants [CH:1]1([N:7]([CH2:30][CH:31]([O:34][CH3:35])[O:32][CH3:33])[C:8](=[O:29])[CH2:9][CH2:10][O:11][CH2:12][CH2:13][C:14]2[CH:19]=[CH:18][CH:17]=[C:16](B3OC(C)(C)C(C)(C)O3)[CH:15]=2)[CH2:6][CH2:5][CH2:4][CH2:3][CH2:2]1.C(=O)([O-])[O-].[K+].[K+].Br[C:43]1[N:44]([CH3:49])[CH:45]=[C:46]([CH3:48])[N:47]=1, predict the reaction product. The product is: [CH:1]1([N:7]([CH2:30][CH:31]([O:32][CH3:33])[O:34][CH3:35])[C:8](=[O:29])[CH2:9][CH2:10][O:11][CH2:12][CH2:13][C:14]2[CH:19]=[CH:18][CH:17]=[C:16]([C:43]3[N:44]([CH3:49])[CH:45]=[C:46]([CH3:48])[N:47]=3)[CH:15]=2)[CH2:2][CH2:3][CH2:4][CH2:5][CH2:6]1. (2) Given the reactants [CH3:1][N:2]1[CH2:7][CH2:6][N:5]([CH2:8][C:9]2[CH:14]=[CH:13][C:12]([C:15](=[O:33])/[CH:16]=[CH:17]/[C:18]3[N:23]=[C:22](/[CH:24]=[CH:25]/[C:26]([O:28]C(C)(C)C)=O)[CH:21]=[CH:20][CH:19]=3)=[CH:11][CH:10]=2)[CH2:4][CH2:3]1.C(Cl)CCl.C1C=CC2[N:46]([OH:47])N=NC=2C=1.NOC1CCCCO1, predict the reaction product. The product is: [OH:47][NH:46][C:26](=[O:28])/[CH:25]=[CH:24]/[C:22]1[CH:21]=[CH:20][CH:19]=[C:18](/[CH:17]=[CH:16]/[C:15]([C:12]2[CH:11]=[CH:10][C:9]([CH2:8][N:5]3[CH2:4][CH2:3][N:2]([CH3:1])[CH2:7][CH2:6]3)=[CH:14][CH:13]=2)=[O:33])[N:23]=1. (3) Given the reactants C[C@@]12[C@](O)(C)CC[C@H]1[C@@H]1CC[C@H]3CC(=O)OC[C@]3(C)[C@H]1CC2.[CH3:23][C@@:24]12[C@H:34]3[CH2:35][CH2:36][C@:37]4([CH3:44])[C@:41]([OH:43])([CH3:42])[CH2:40][CH2:39][C@H:38]4[C@@H:33]3[CH2:32][CH2:31][C@H:30]1[CH2:29][C:27](=[O:28])[CH2:26][CH2:25]2, predict the reaction product. The product is: [OH:43][C@@:41]1([CH3:42])[CH2:40][CH2:39][C@H:38]2[C@H:33]3[C@H:34]([CH2:35][CH2:36][C@:37]12[CH3:44])[C@:24]1([CH3:23])[C@H:30]([CH2:29][C:27](=[O:28])[CH:26]=[CH:25]1)[CH2:31][CH2:32]3. (4) Given the reactants [F:1][C:2]1[C:3]([NH:18][C@@H:19]2[CH2:24][CH2:23][CH2:22][N:21]([C:25](=[O:28])[CH:26]=[CH2:27])[CH2:20]2)=[N:4][C:5]([NH:8][C:9]2[CH:10]=[C:11]3[C:15](=[CH:16][CH:17]=2)[CH2:14][NH:13][CH2:12]3)=[N:6][CH:7]=1.C([O-])([O-])=O.[K+].[K+].CC1C=CC(S(O[CH2:46][CH:47]2[CH2:50][O:49][CH2:48]2)(=O)=O)=CC=1, predict the reaction product. The product is: [F:1][C:2]1[C:3]([NH:18][C@@H:19]2[CH2:24][CH2:23][CH2:22][N:21]([C:25](=[O:28])[CH:26]=[CH2:27])[CH2:20]2)=[N:4][C:5]([NH:8][C:9]2[CH:10]=[C:11]3[C:15](=[CH:16][CH:17]=2)[CH2:14][N:13]([CH2:46][CH:47]2[CH2:50][O:49][CH2:48]2)[CH2:12]3)=[N:6][CH:7]=1. (5) Given the reactants [Cl:1][C:2]1[CH:14]=[CH:13][C:5]2[C:6](=[O:12])[NH:7][C:8](=O)[CH2:9][O:10][C:4]=2[CH:3]=1.C(=O)([O-])[O-].[K+].[K+].Br[CH2:22][CH2:23][CH2:24][CH2:25][Cl:26].C(N(CC)C1C=CC=CC=1)C.P(Cl)(Cl)([Cl:40])=O, predict the reaction product. The product is: [Cl:26][CH2:25][CH2:24][CH2:23][CH2:22][N:7]1[C:6](=[O:12])[C:5]2[CH:13]=[CH:14][C:2]([Cl:1])=[CH:3][C:4]=2[O:10][CH:9]=[C:8]1[Cl:40]. (6) Given the reactants Cl[C:2]1[C:3]2[CH2:17][CH2:16][CH2:15][C:4]=2[N:5]=[C:6]([C:8]2[CH:13]=[CH:12][CH:11]=[C:10]([Cl:14])[CH:9]=2)[N:7]=1.[NH2:18][CH2:19][CH2:20][CH2:21][C:22]([NH2:24])=[O:23].C(N(CC)C(C)C)(C)C, predict the reaction product. The product is: [Cl:14][C:10]1[CH:9]=[C:8]([C:6]2[N:7]=[C:2]([NH:18][CH2:19][CH2:20][CH2:21][C:22]([NH2:24])=[O:23])[C:3]3[CH2:17][CH2:16][CH2:15][C:4]=3[N:5]=2)[CH:13]=[CH:12][CH:11]=1. (7) Given the reactants [F:1][C:2]([F:39])([F:38])[C:3]1[CH:4]=[C:5]([CH:31]=[C:32]([C:34]([F:37])([F:36])[F:35])[CH:33]=1)[C:6]([N:8]1[CH2:13][CH2:12][N:11]([CH2:14][CH2:15]OS(C)(=O)=O)[CH2:10][C@H:9]1[CH2:21][C:22]1[C:30]2[C:25](=[CH:26][CH:27]=[CH:28][CH:29]=2)[NH:24][CH:23]=1)=[O:7].[NH2:40][N:41]1[CH2:46][CH2:45][O:44][CH2:43][CH2:42]1.C(N(CC)CC)C, predict the reaction product. The product is: [F:38][C:2]([F:1])([F:39])[C:3]1[CH:4]=[C:5]([CH:31]=[C:32]([C:34]([F:35])([F:36])[F:37])[CH:33]=1)[C:6]([N:8]1[CH2:13][CH2:12][N:11]([CH2:14][CH2:15][NH:40][N:41]2[CH2:46][CH2:45][O:44][CH2:43][CH2:42]2)[CH2:10][C@H:9]1[CH2:21][C:22]1[C:30]2[C:25](=[CH:26][CH:27]=[CH:28][CH:29]=2)[NH:24][CH:23]=1)=[O:7]. (8) Given the reactants [Br:1][C:2]1[C:7]([CH2:8][CH3:9])=[CH:6][C:5]([OH:10])=[C:4]([F:11])[CH:3]=1.[CH2:12](Br)[C:13]1[CH:18]=[CH:17][CH:16]=[CH:15][CH:14]=1.C(=O)([O-])[O-].[K+].[K+], predict the reaction product. The product is: [CH2:12]([O:10][C:5]1[CH:6]=[C:7]([CH2:8][CH3:9])[C:2]([Br:1])=[CH:3][C:4]=1[F:11])[C:13]1[CH:18]=[CH:17][CH:16]=[CH:15][CH:14]=1. (9) Given the reactants C[O:2][C:3]([C:5]1[S:6][C:7]([C:10]([CH2:34][CH:35]=[CH2:36])([CH2:14][O:15][C:16]2[CH:21]=[C:20]([CH3:22])[C:19]([C:23]3[CH:28]=[CH:27][C:26]([C:29]([F:32])([F:31])[F:30])=[CH:25][CH:24]=3)=[C:18]([CH3:33])[CH:17]=2)[CH2:11][CH:12]=[CH2:13])=[CH:8][CH:9]=1)=[O:4].[Li+].[OH-].Cl, predict the reaction product. The product is: [CH2:11]([C:10]([C:7]1[S:6][C:5]([C:3]([OH:4])=[O:2])=[CH:9][CH:8]=1)([CH2:14][O:15][C:16]1[CH:17]=[C:18]([CH3:33])[C:19]([C:23]2[CH:28]=[CH:27][C:26]([C:29]([F:30])([F:31])[F:32])=[CH:25][CH:24]=2)=[C:20]([CH3:22])[CH:21]=1)[CH2:34][CH:35]=[CH2:36])[CH:12]=[CH2:13]. (10) Given the reactants Cl.[N:2]1([C@H:7]2[CH2:12][CH2:11][C@H:10]([C:13]([OH:15])=O)[CH2:9][CH2:8]2)[CH2:6][CH2:5][CH2:4][CH2:3]1.Cl.Cl.[CH2:18]([O:20][C:21]1[CH:22]=[C:23]([CH:40]=[CH:41][CH:42]=1)[CH2:24][N:25]1[C:29]2=[N:30][CH:31]=[N:32][C:33]([N:34]3[CH2:39][CH2:38][NH:37][CH2:36][CH2:35]3)=[C:28]2[CH:27]=[N:26]1)[CH3:19].ON1C2C=CC=CC=2N=N1.N=C=N.C(=O)([O-])[O-], predict the reaction product. The product is: [CH2:18]([O:20][C:21]1[CH:22]=[C:23]([CH:40]=[CH:41][CH:42]=1)[CH2:24][N:25]1[C:29]2=[N:30][CH:31]=[N:32][C:33]([N:34]3[CH2:35][CH2:36][N:37]([C:13]([C@H:10]4[CH2:9][CH2:8][C@H:7]([N:2]5[CH2:3][CH2:4][CH2:5][CH2:6]5)[CH2:12][CH2:11]4)=[O:15])[CH2:38][CH2:39]3)=[C:28]2[CH:27]=[N:26]1)[CH3:19].